The task is: Predict the reaction yield, written as a fraction of the theoretical maximum amount of product (1.0 means a 100% yield; for example, 0.34 means a 34% yield).. This data is from Reaction yield outcomes from USPTO patents with 853,638 reactions. (1) The reactants are [N:1]1[C:10]2[C:5](=[CH:6][CH:7]=[C:8]([C:11]([OH:13])=O)[CH:9]=2)[CH:4]=[CH:3][CH:2]=1.[ClH:14].Cl.[NH2:16][CH:17]1[CH:22]2[CH2:23][CH2:24][N:19]([CH2:20][CH2:21]2)[CH2:18]1. No catalyst specified. The product is [ClH:14].[N:19]12[CH2:24][CH2:23][CH:22]([CH2:21][CH2:20]1)[CH:17]([NH:16][C:11]([C:8]1[CH:9]=[C:10]3[C:5]([CH:4]=[CH:3][CH:2]=[N:1]3)=[CH:6][CH:7]=1)=[O:13])[CH2:18]2. The yield is 0.710. (2) The reactants are [CH3:1][O:2][C:3]1[CH:12]=[C:11]([CH3:13])[C:10]2[NH:9][C:8](=[O:14])[C:7]3[S:15][CH:16]=[CH:17][C:6]=3[C:5]=2[C:4]=1[C:18]1[CH:23]=[CH:22][C:21]([CH:24]2[CH2:29][CH2:28][CH2:27][N:26](C(OC(C)(C)C)=O)[CH2:25]2)=[CH:20][CH:19]=1.[ClH:37]. The catalyst is CCOCC. The product is [ClH:37].[CH3:1][O:2][C:3]1[CH:12]=[C:11]([CH3:13])[C:10]2[NH:9][C:8](=[O:14])[C:7]3[S:15][CH:16]=[CH:17][C:6]=3[C:5]=2[C:4]=1[C:18]1[CH:19]=[CH:20][C:21]([CH:24]2[CH2:29][CH2:28][CH2:27][NH:26][CH2:25]2)=[CH:22][CH:23]=1. The yield is 0.770.